Task: Regression. Given two drug SMILES strings and cell line genomic features, predict the synergy score measuring deviation from expected non-interaction effect.. Dataset: Merck oncology drug combination screen with 23,052 pairs across 39 cell lines Drug 1: O=P1(N(CCCl)CCCl)NCCCO1. Drug 2: CS(=O)(=O)CCNCc1ccc(-c2ccc3ncnc(Nc4ccc(OCc5cccc(F)c5)c(Cl)c4)c3c2)o1. Cell line: SW620. Synergy scores: synergy=-9.98.